This data is from Reaction yield outcomes from USPTO patents with 853,638 reactions. The task is: Predict the reaction yield, written as a fraction of the theoretical maximum amount of product (1.0 means a 100% yield; for example, 0.34 means a 34% yield). (1) The reactants are [O:1]1[CH:5]=[CH:4][CH:3]=[C:2]1[C:6]1[N:7]=[C:8]([C:11]([NH:13][CH:14]2[CH2:19][CH2:18][CH2:17][CH2:16][C:15]2=O)=O)[S:9][CH:10]=1.FC(F)(F)C([O-])=O.[NH4+:28].O. The catalyst is C(OCC)(=O)C. The product is [O:1]1[CH:5]=[CH:4][CH:3]=[C:2]1[C:6]1[N:7]=[C:8]([C:11]2[NH:28][C:15]3[CH2:16][CH2:17][CH2:18][CH2:19][C:14]=3[N:13]=2)[S:9][CH:10]=1. The yield is 0.280. (2) The reactants are Br[C:2]1[C:3]([CH3:10])=[C:4]([CH:7]=[CH:8][CH:9]=1)[CH:5]=[O:6].[CH3:11][C:12]1([CH3:28])[C:16]([CH3:18])([CH3:17])[O:15][B:14]([B:14]2[O:15][C:16]([CH3:18])([CH3:17])[C:12]([CH3:28])([CH3:11])[O:13]2)[O:13]1.C([O-])(=O)C.[K+].BrC1C=CC=CC=1S(N)(=O)=O. The catalyst is C1C=CC(P(C2C=CC=CC=2)[C-]2C=CC=C2)=CC=1.C1C=CC(P(C2C=CC=CC=2)[C-]2C=CC=C2)=CC=1.Cl[Pd]Cl.[Fe+2].O. The product is [CH3:10][C:3]1[C:2]([B:14]2[O:15][C:16]([CH3:18])([CH3:17])[C:12]([CH3:28])([CH3:11])[O:13]2)=[CH:9][CH:8]=[CH:7][C:4]=1[CH:5]=[O:6]. The yield is 0.650. (3) The reactants are C1(P(C2C=CC=CC=2)C2C=CC=CC=2)C=CC=CC=1.[N:20]([CH2:23][C:24]1[C:25]([C:31]#[N:32])=[N:26][C:27]([CH3:30])=[CH:28][CH:29]=1)=[N+]=[N-].O1CCCC1. The catalyst is O. The product is [CH3:30][C:27]1[N:26]=[C:25]2[C:31]([NH2:32])=[N:20][CH2:23][C:24]2=[CH:29][CH:28]=1. The yield is 0.340. (4) The reactants are C([N:8]1[CH2:13][CH2:12][N:11]2[CH2:14][C@H:15]([CH2:18][O:19][C:20]3[CH:25]=[CH:24][C:23]([F:26])=[CH:22][CH:21]=3)[CH2:16][CH2:17][C@H:10]2[CH2:9]1)(OC(C)(C)C)=O. The catalyst is FC(F)(F)C(O)=O.O. The product is [F:26][C:23]1[CH:22]=[CH:21][C:20]([O:19][CH2:18][C@H:15]2[CH2:14][N:11]3[CH2:12][CH2:13][NH:8][CH2:9][C@@H:10]3[CH2:17][CH2:16]2)=[CH:25][CH:24]=1. The yield is 0.960. (5) The reactants are [CH3:1][N:2]1[CH2:7][CH2:6][O:5][C:4]2[CH:8]=[CH:9][CH:10]=[CH:11][C:3]1=2.[S:12]([Cl:16])(=O)(=[O:14])[OH:13]. No catalyst specified. The product is [CH3:1][N:2]1[CH2:7][CH2:6][O:5][C:4]2[CH:8]=[CH:9][C:10]([S:12]([Cl:16])(=[O:14])=[O:13])=[CH:11][C:3]1=2. The yield is 0.270. (6) The reactants are [N:1]1([C:7]2[N:12]=[C:11]([N:13]3[CH:18]4[CH2:19][CH2:20][CH:14]3[CH2:15][O:16][CH2:17]4)[N:10]=[C:9]([C:21]3[CH:27]=[CH:26][C:24]([NH2:25])=[CH:23][CH:22]=3)[N:8]=2)[CH2:6][CH2:5][O:4][CH2:3][CH2:2]1.ClC(Cl)(O[C:32](=[O:38])OC(Cl)(Cl)Cl)Cl.[CH2:40]([CH2:42][NH2:43])[OH:41]. No catalyst specified. The product is [OH:41][CH2:40][CH2:42][NH:43][C:32]([NH:25][C:24]1[CH:26]=[CH:27][C:21]([C:9]2[N:8]=[C:7]([N:1]3[CH2:2][CH2:3][O:4][CH2:5][CH2:6]3)[N:12]=[C:11]([N:13]3[CH:14]4[CH2:20][CH2:19][CH:18]3[CH2:17][O:16][CH2:15]4)[N:10]=2)=[CH:22][CH:23]=1)=[O:38]. The yield is 0.530. (7) The reactants are [CH:1]([O:4][C:5]1[CH:6]=[C:7]([CH:11]=[C:12]([O:14][CH2:15][CH2:16][C:17]2[CH:21]=[CH:20][S:19][CH:18]=2)[CH:13]=1)[C:8]([OH:10])=O)([CH3:3])[CH3:2].C(Cl)(=O)C(Cl)=O.[C:28]([SiH2:32][O:33][C:34]([CH3:43])([CH3:42])[C:35]1[CH:36]=[CH:37][C:38]([NH2:41])=[N:39][CH:40]=1)([CH3:31])([CH3:30])[CH3:29].N1C=CC=CC=1. The catalyst is C(Cl)Cl.CN(C=O)C. The product is [C:28]([SiH2:32][O:33][C:34]([CH3:43])([CH3:42])[C:35]1[CH:36]=[CH:37][C:38]([NH:41][C:8](=[O:10])[C:7]2[CH:11]=[C:12]([O:14][CH2:15][CH2:16][C:17]3[CH:21]=[CH:20][S:19][CH:18]=3)[CH:13]=[C:5]([O:4][CH:1]([CH3:2])[CH3:3])[CH:6]=2)=[N:39][CH:40]=1)([CH3:31])([CH3:29])[CH3:30]. The yield is 0.360. (8) The reactants are [CH2:1]([O:3][C:4](=[O:12])[C:5]1[CH:10]=[CH:9][CH:8]=[N:7][C:6]=1[CH3:11])[CH3:2].C1(C)C=C(C)C=C(C)C=1S(ON)(=O)=O.CO[CH:29](OC)[N:30](C)C. The catalyst is C(Cl)Cl.CN(C=O)C. The product is [CH2:1]([O:3][C:4]([C:5]1[C:6]2[N:7]([N:30]=[CH:29][CH:11]=2)[CH:8]=[CH:9][CH:10]=1)=[O:12])[CH3:2]. The yield is 0.740.